Dataset: Reaction yield outcomes from USPTO patents with 853,638 reactions. Task: Predict the reaction yield, written as a fraction of the theoretical maximum amount of product (1.0 means a 100% yield; for example, 0.34 means a 34% yield). The reactants are [ClH:1].O1CCOCC1.[NH2:8][CH:9]([CH2:37][O:38]C(C)(C)C)[C:10]([NH:12][C:13]1[CH:18]=[C:17]([C:19]([C:23]2[CH:28]=[C:27]([O:29][CH3:30])[C:26]([O:31][CH3:32])=[C:25]([O:33][CH3:34])[CH:24]=2)=[CH:20][C:21]#[N:22])[CH:16]=[CH:15][C:14]=1[O:35][CH3:36])=[O:11].CCOCC. The catalyst is C(Cl)Cl. The product is [ClH:1].[NH2:8][CH:9]([CH2:37][OH:38])[C:10]([NH:12][C:13]1[CH:18]=[C:17]([C:19]([C:23]2[CH:28]=[C:27]([O:29][CH3:30])[C:26]([O:31][CH3:32])=[C:25]([O:33][CH3:34])[CH:24]=2)=[CH:20][C:21]#[N:22])[CH:16]=[CH:15][C:14]=1[O:35][CH3:36])=[O:11]. The yield is 0.780.